This data is from Forward reaction prediction with 1.9M reactions from USPTO patents (1976-2016). The task is: Predict the product of the given reaction. Given the reactants [CH:1]([S:14][CH2:15][C:16]([OH:18])=O)([C:8]1[CH:13]=[CH:12][CH:11]=[CH:10][CH:9]=1)[C:2]1[CH:7]=[CH:6][CH:5]=[CH:4][CH:3]=1.[CH2:19]([NH2:22])[CH:20]=[CH2:21], predict the reaction product. The product is: [CH2:19]([NH:22][C:16](=[O:18])[CH2:15][S:14][CH:1]([C:2]1[CH:3]=[CH:4][CH:5]=[CH:6][CH:7]=1)[C:8]1[CH:9]=[CH:10][CH:11]=[CH:12][CH:13]=1)[CH:20]=[CH2:21].